This data is from Peptide-MHC class II binding affinity with 134,281 pairs from IEDB. The task is: Regression. Given a peptide amino acid sequence and an MHC pseudo amino acid sequence, predict their binding affinity value. This is MHC class II binding data. The peptide sequence is LSYRSLQPETFAVVD. The MHC is HLA-DQA10401-DQB10402 with pseudo-sequence HLA-DQA10401-DQB10402. The binding affinity (normalized) is 0.256.